This data is from Reaction yield outcomes from USPTO patents with 853,638 reactions. The task is: Predict the reaction yield, written as a fraction of the theoretical maximum amount of product (1.0 means a 100% yield; for example, 0.34 means a 34% yield). (1) The reactants are C([Si](C)(C)[O:6][CH2:7][C:8]([N:11]1[C:19]2[C:18]([F:20])=[CH:17][N:16]=[CH:15][C:14]=2[C:13]([C:21]([C:23]2[CH:24]=[C:25]([NH:29][C:30](=[O:40])[CH2:31][N:32]3[CH:36]=[CH:35][C:34]([CH:37]4[CH2:39][CH2:38]4)=[N:33]3)[CH:26]=[N:27][CH:28]=2)=[O:22])=[CH:12]1)([CH3:10])[CH3:9])(C)(C)C. The catalyst is C1COCC1. The product is [CH:37]1([C:34]2[CH:35]=[CH:36][N:32]([CH2:31][C:30]([NH:29][C:25]3[CH:26]=[N:27][CH:28]=[C:23]([C:21]([C:13]4[C:14]5[CH:15]=[N:16][CH:17]=[C:18]([F:20])[C:19]=5[N:11]([C:8]([CH3:10])([CH3:9])[CH2:7][OH:6])[CH:12]=4)=[O:22])[CH:24]=3)=[O:40])[N:33]=2)[CH2:38][CH2:39]1. The yield is 0.920. (2) The reactants are C(O[C:4]([SH:6])=[S:5])C.[K].Br[C:9]1[CH:14]=[CH:13][C:12]([C:15]([F:18])([F:17])[F:16])=[CH:11][C:10]=1[NH2:19].Cl. The catalyst is CN(C)C=O. The product is [SH:6][C:4]1[S:5][C:9]2[CH:14]=[CH:13][C:12]([C:15]([F:16])([F:18])[F:17])=[CH:11][C:10]=2[N:19]=1. The yield is 0.920. (3) The reactants are [I:1]I.[NH2:3][C:4]1[CH:9]=[C:8]([Cl:10])[CH:7]=[CH:6][C:5]=1[C:11](=[O:13])[CH3:12]. The catalyst is CCO.[O-]S([O-])(=O)=O.[Ag+].[Ag+]. The product is [NH2:3][C:4]1[CH:9]=[C:8]([Cl:10])[C:7]([I:1])=[CH:6][C:5]=1[C:11](=[O:13])[CH3:12]. The yield is 0.380. (4) The reactants are [C:9](O[C:9]([O:11][C:12]([CH3:15])([CH3:14])[CH3:13])=[O:10])([O:11][C:12]([CH3:15])([CH3:14])[CH3:13])=[O:10].Cl.Cl.[NH2:18][C:19]1[CH:20]=[CH:21][C:22]([N:26]2[CH2:31][CH2:30][CH2:29][C@@H:28]([C:32]([N:34]3[CH2:38][CH2:37][CH2:36][CH2:35]3)=[O:33])[CH2:27]2)=[N:23][C:24]=1[NH2:25].C(=O)(O)[O-].[Na+]. The catalyst is O1CCCC1.C(OCC)(=O)C. The product is [NH2:25][C:24]1[C:19]([NH:18][C:9](=[O:10])[O:11][C:12]([CH3:13])([CH3:14])[CH3:15])=[CH:20][CH:21]=[C:22]([N:26]2[CH2:31][CH2:30][CH2:29][C@@H:28]([C:32]([N:34]3[CH2:38][CH2:37][CH2:36][CH2:35]3)=[O:33])[CH2:27]2)[N:23]=1. The yield is 0.760. (5) The reactants are [Cl:1][C:2]1[CH:3]=[C:4]([C:9]2([C:31]([F:34])([F:33])[F:32])[O:13][N:12]=[C:11]([C:14]3[C:23]4[C:18](=[CH:19][CH:20]=[CH:21][CH:22]=4)[C:17]([C:24]([NH:26][CH2:27][CH2:28][S:29][CH3:30])=[O:25])=[CH:16][CH:15]=3)[CH2:10]2)[CH:5]=[C:6]([Cl:8])[CH:7]=1.C1C=C(Cl)C=C(C(OO)=[O:43])C=1. The catalyst is ClCCl. The product is [Cl:1][C:2]1[CH:3]=[C:4]([C:9]2([C:31]([F:32])([F:34])[F:33])[O:13][N:12]=[C:11]([C:14]3[C:23]4[C:18](=[CH:19][CH:20]=[CH:21][CH:22]=4)[C:17]([C:24]([NH:26][CH2:27][CH2:28][S:29]([CH3:30])=[O:43])=[O:25])=[CH:16][CH:15]=3)[CH2:10]2)[CH:5]=[C:6]([Cl:8])[CH:7]=1. The yield is 0.990. (6) The reactants are [C:1]([N:4]1[C:12]2[C:7](=[CH:8][C:9]([NH2:13])=[CH:10][CH:11]=2)[CH2:6][CH2:5]1)(=O)[CH3:2].[H-].[H-].[H-].[H-].[Li+].[Al+3]. The catalyst is C1COCC1. The product is [CH2:1]([N:4]1[C:12]2[C:7](=[CH:8][C:9]([NH2:13])=[CH:10][CH:11]=2)[CH2:6][CH2:5]1)[CH3:2]. The yield is 0.670. (7) The reactants are [NH2:1][CH2:2][CH2:3][CH2:4][O:5][C:6]1[CH:11]=[CH:10][C:9]([F:12])=[CH:8][C:7]=1[C@H:13]1[CH2:17][CH2:16][CH2:15][N:14]1[C:18]1[CH:23]=[CH:22][N:21]2[N:24]=[CH:25][C:26]([C:27]([O:29]CC)=O)=[C:20]2[N:19]=1.CCN(C(C)C)C(C)C. The catalyst is CCO. The product is [F:12][C:9]1[CH:8]=[C:7]2[C:6](=[CH:11][CH:10]=1)[O:5][CH2:4][CH2:3][CH2:2][NH:1][C:27](=[O:29])[C:26]1=[C:20]3[N:19]=[C:18]([CH:23]=[CH:22][N:21]3[N:24]=[CH:25]1)[N:14]1[C@@H:13]2[CH2:17][CH2:16][CH2:15]1. The yield is 0.500.